The task is: Predict which catalyst facilitates the given reaction.. This data is from Catalyst prediction with 721,799 reactions and 888 catalyst types from USPTO. (1) Reactant: CC1C=CC=C([N+]([O-])=O)C=1C(OC(=O)C1C([N+]([O-])=O)=CC=CC=1C)=O.[O:26]=[C:27]1[N:32]([C:33]2[CH:38]=[CH:37][C:36]([O:39][CH2:40][C:41]([F:44])([F:43])[F:42])=[CH:35][CH:34]=2)[C:31]([S:45][CH2:46][CH2:47][CH2:48][C:49](O)=[O:50])=[N:30][C:29]2[CH:52]=[CH:53][NH:54][C:28]1=2.[CH3:55][S:56]([NH2:59])(=[O:58])=[O:57].C(N(CC)CC)C. Product: [CH3:55][S:56]([NH:59][C:49](=[O:50])[CH2:48][CH2:47][CH2:46][S:45][C:31]1[N:32]([C:33]2[CH:34]=[CH:35][C:36]([O:39][CH2:40][C:41]([F:43])([F:44])[F:42])=[CH:37][CH:38]=2)[C:27](=[O:26])[C:28]2[NH:54][CH:53]=[CH:52][C:29]=2[N:30]=1)(=[O:58])=[O:57]. The catalyst class is: 594. (2) Reactant: [CH3:1][C:2]([CH3:34])([CH3:33])[CH2:3][C:4]([NH:6][C:7]1[C:8]([CH3:32])=[C:9]([CH3:31])[C:10]2[O:14][CH2:13][CH:12]([C:15]3[CH:20]=[CH:19][C:18]([CH:21]([CH3:28])[CH2:22][C:23](OCC)=[O:24])=[CH:17][CH:16]=3)[C:11]=2[C:29]=1[CH3:30])=[O:5]. Product: [OH:24][CH2:23][CH2:22][CH:21]([C:18]1[CH:19]=[CH:20][C:15]([CH:12]2[C:11]3[C:29]([CH3:30])=[C:7]([NH:6][C:4](=[O:5])[CH2:3][C:2]([CH3:33])([CH3:1])[CH3:34])[C:8]([CH3:32])=[C:9]([CH3:31])[C:10]=3[O:14][CH2:13]2)=[CH:16][CH:17]=1)[CH3:28]. The catalyst class is: 175. (3) Reactant: CN.[CH2:3]([NH2:5])[CH3:4].[OH-].[Na+].[N+:8]([O-:11])([OH:10])=[O:9].N. Product: [CH3:3][NH:5][N+:8]([O-:10])=[O:9].[CH2:3]([NH:5][N+:8]([O-:11])=[O:9])[CH3:4]. The catalyst class is: 8. (4) Product: [F:1][C:2]1[CH:9]=[CH:8][C:5]([C:6](=[N:10][OH:11])[NH2:7])=[CH:4][CH:3]=1. The catalyst class is: 14. Reactant: [F:1][C:2]1[CH:9]=[CH:8][C:5]([C:6]#[N:7])=[CH:4][CH:3]=1.[NH2:10][OH:11].Cl.[OH-].[Na+].CCOC(C)=O.CCCCCC. (5) Reactant: [Cl:1][C:2]1[C:7]([C:8]2[C:13]([Cl:14])=[CH:12][N:11]=[C:10](F)[CH:9]=2)=[CH:6][C:5]([NH:16][CH2:17][CH:18]2[CH2:23][CH2:22][O:21][CH2:20][CH2:19]2)=[CH:4][N:3]=1.[C@H:24]1([NH2:31])[CH2:29][CH2:28][C@H:27]([NH2:30])[CH2:26][CH2:25]1. The catalyst class is: 16. Product: [NH2:30][C@H:27]1[CH2:28][CH2:29][C@H:24]([NH:31][C:10]2[CH:9]=[C:8]([C:7]3[C:2]([Cl:1])=[N:3][CH:4]=[C:5]([NH:16][CH2:17][CH:18]4[CH2:23][CH2:22][O:21][CH2:20][CH2:19]4)[CH:6]=3)[C:13]([Cl:14])=[CH:12][N:11]=2)[CH2:25][CH2:26]1. (6) Reactant: [C:1]1([NH2:8])[CH:6]=[CH:5][CH:4]=[CH:3][C:2]=1[NH2:7].[C:9](OCC)(=O)[CH:10]=[O:11].C1(C)C=CC=CC=1. Product: [NH:7]1[C:2]2[C:1](=[CH:6][CH:5]=[CH:4][CH:3]=2)[N:8]=[CH:9][C:10]1=[O:11]. The catalyst class is: 8. (7) Reactant: [NH2:1][C:2]1[CH:7]=[CH:6][C:5]([C:8]2[CH:13]=[CH:12][CH:11]=[C:10]([N+:14]([O-:16])=[O:15])[CH:9]=2)=[CH:4][C:3]=1[O:17]C.B(Br)(Br)Br. Product: [NH2:1][C:2]1[CH:7]=[CH:6][C:5]([C:8]2[CH:13]=[CH:12][CH:11]=[C:10]([N+:14]([O-:16])=[O:15])[CH:9]=2)=[CH:4][C:3]=1[OH:17]. The catalyst class is: 4. (8) Reactant: [CH2:1](O)[C:2]1[O:6][CH:5]=[CH:4][CH:3]=1.C(N(CC)CC)C.CS(Cl)(=O)=O.[CH2:20]([N:22]([CH2:48][CH3:49])[C:23](=[O:47])[C:24]1[CH:29]=[CH:28][C:27]([CH:30]([C:37]2[CH:38]=[CH:39][CH:40]=[C:41]3[C:46]=2[N:45]=[CH:44][CH:43]=[CH:42]3)[N:31]2[CH2:36][CH2:35][NH:34][CH2:33][CH2:32]2)=[CH:26][CH:25]=1)[CH3:21].[OH-].[Na+]. Product: [CH2:48]([N:22]([CH2:20][CH3:21])[C:23](=[O:47])[C:24]1[CH:29]=[CH:28][C:27]([CH:30]([N:31]2[CH2:32][CH2:33][N:34]([CH2:1][C:2]3[O:6][CH:5]=[CH:4][CH:3]=3)[CH2:35][CH2:36]2)[C:37]2[CH:38]=[CH:39][CH:40]=[C:41]3[C:46]=2[N:45]=[CH:44][CH:43]=[CH:42]3)=[CH:26][CH:25]=1)[CH3:49]. The catalyst class is: 2. (9) Reactant: CC(OC([NH:8][C:9]1([C:19]([O:21][CH3:22])=[O:20])[CH2:18][CH2:17][C:16]2[C:11](=[CH:12][CH:13]=[CH:14][CH:15]=2)[CH2:10]1)=O)(C)C.[C:23]([OH:29])([C:25]([F:28])([F:27])[F:26])=[O:24]. Product: [F:26][C:25]([F:28])([F:27])[C:23]([OH:29])=[O:24].[NH2:8][C:9]1([C:19]([O:21][CH3:22])=[O:20])[CH2:18][CH2:17][C:16]2[C:11](=[CH:12][CH:13]=[CH:14][CH:15]=2)[CH2:10]1. The catalyst class is: 2.